From a dataset of Forward reaction prediction with 1.9M reactions from USPTO patents (1976-2016). Predict the product of the given reaction. (1) Given the reactants CC(C)([O-])C.[K+].[NH2:7][C:8]1[CH:9]=[N:10][CH:11]=[C:12]([F:14])[CH:13]=1.F[C:16]1[CH:21]=[C:20]([F:22])[CH:19]=[CH:18][C:17]=1[N+:23]([O-:25])=[O:24].[NH4+].[Cl-], predict the reaction product. The product is: [F:22][C:20]1[CH:19]=[CH:18][C:17]([N+:23]([O-:25])=[O:24])=[C:16]([NH:7][C:8]2[CH:9]=[N:10][CH:11]=[C:12]([F:14])[CH:13]=2)[CH:21]=1. (2) Given the reactants Br[C:2]1[CH:3]=[C:4]([C:14]2[C:15]([O:25][C:26]([CH3:29])([CH3:28])[CH3:27])=[N:16][C:17]([O:20][C:21]([CH3:24])([CH3:23])[CH3:22])=[N:18][CH:19]=2)[CH:5]=[C:6]([C:10]([CH3:13])([CH3:12])[CH3:11])[C:7]=1[O:8][CH3:9].CC1(C)C(C)(C)OB([C:38]2[CH:46]=[C:45]3[C:41]([C:42]([CH2:47][NH:48][S:49]([CH3:52])(=[O:51])=[O:50])=[CH:43][CH2:44]3)=[CH:40][CH:39]=2)O1, predict the reaction product. The product is: [C:10]([C:6]1[C:7]([O:8][CH3:9])=[C:2]([C:38]2[CH:46]=[C:45]3[C:41]([C:42]([CH2:47][NH:48][S:49]([CH3:52])(=[O:50])=[O:51])=[CH:43][CH2:44]3)=[CH:40][CH:39]=2)[CH:3]=[C:4]([C:14]2[C:15]([O:25][C:26]([CH3:27])([CH3:28])[CH3:29])=[N:16][C:17]([O:20][C:21]([CH3:23])([CH3:24])[CH3:22])=[N:18][CH:19]=2)[CH:5]=1)([CH3:12])([CH3:11])[CH3:13].